Regression/Classification. Given a drug SMILES string, predict its absorption, distribution, metabolism, or excretion properties. Task type varies by dataset: regression for continuous measurements (e.g., permeability, clearance, half-life) or binary classification for categorical outcomes (e.g., BBB penetration, CYP inhibition). Dataset: rlm. From a dataset of Rat liver microsome stability data. (1) The drug is C[C@H](O)[C@@H](CCc1cccc(C(F)(F)F)c1)n1cnc(C(N)=O)c1. The result is 0 (unstable in rat liver microsomes). (2) The molecule is COc1ccc(-c2ccc3nc(N[C@H](C)c4ccc(-n5cncn5)cc4)nc(NCC(F)(F)F)c3n2)cc1S(C)(=O)=O. The result is 0 (unstable in rat liver microsomes). (3) The drug is O=C(O)c1ccc(-c2ccc(O[C@H]3O[C@H](CO)[C@@H](O)[C@H](O)[C@@H]3O)cc2)cc1. The result is 0 (unstable in rat liver microsomes). (4) The molecule is COc1ccc(OCCN2CCN(C(=O)c3ccc(OC)cc3)CC2)cc1. The result is 0 (unstable in rat liver microsomes). (5) The compound is COc1ccc(C(=O)Nc2ccc3c(c2)N(C2CCCC2)C(=O)c2ccccc2S3)cc1OC. The result is 1 (stable in rat liver microsomes). (6) The compound is N#Cc1ccc(S(=O)(=O)Nc2cnccc2C(=O)Nc2nc(-c3ccccc3)cs2)cc1. The result is 0 (unstable in rat liver microsomes). (7) The compound is NC(=O)C1CCN(CCOc2ccc(C#Cc3ccc(-c4ccc(Cl)cc4)cn3)cc2)CC1. The result is 1 (stable in rat liver microsomes).